Task: Predict the reaction yield, written as a fraction of the theoretical maximum amount of product (1.0 means a 100% yield; for example, 0.34 means a 34% yield).. Dataset: Reaction yield outcomes from USPTO patents with 853,638 reactions (1) The reactants are [CH3:1]I.[CH2:3]([O:5][C:6](=[O:22])[C:7](=[C:13]([SH:21])[NH:14][C:15]1[CH:20]=[CH:19][CH:18]=[CH:17][CH:16]=1)[C:8]([O:10][CH2:11][CH3:12])=[O:9])[CH3:4].[Na]. The product is [CH2:11]([O:10][C:8](=[O:9])[C:7](=[C:13]([S:21][CH3:1])[NH:14][C:15]1[CH:16]=[CH:17][CH:18]=[CH:19][CH:20]=1)[C:6]([O:5][CH2:3][CH3:4])=[O:22])[CH3:12]. The yield is 0.840. The catalyst is CN(C=O)C. (2) The reactants are [C:1]([C:4]1C=[CH:12][CH:11]=[C:10]2[C:5]=1[C:6](=[O:23])[C:7](C(=O)C)=[C:8]([C:14]1[CH:19]=[CH:18][CH:17]=[CH:16][CH:15]=1)[O:9]2)(=[O:3])C.C1C[O:27][CH2:26]C1.C([O-])([O-])=O.[K+].[K+].Cl. The catalyst is CO. The product is [OH:3][C:1]1[CH:4]=[C:5]2[C:10](=[CH:11][CH:12]=1)[O:9][C:8]([C:14]1[CH:15]=[CH:16][C:17]([CH2:26][OH:27])=[CH:18][CH:19]=1)=[CH:7][C:6]2=[O:23]. The yield is 0.500. (3) The reactants are Br[C:2]1[S:3][C:4]([C:8]([O:10][CH2:11][CH3:12])=[O:9])=[C:5]([CH3:7])[N:6]=1.O.[NH2:14][NH2:15]. The catalyst is O1CCCC1. The product is [NH:14]([C:2]1[S:3][C:4]([C:8]([O:10][CH2:11][CH3:12])=[O:9])=[C:5]([CH3:7])[N:6]=1)[NH2:15]. The yield is 0.910. (4) The reactants are Cl[C:2]1[S:3][C:4]2[CH:10]=[CH:9][CH:8]=[C:7]([CH3:11])[C:5]=2[N:6]=1.[Br:12][C:13]1[CH:19]=[CH:18][C:16]([NH2:17])=[C:15]([F:20])[CH:14]=1.Cl. The catalyst is CCCCO. The product is [Br:12][C:13]1[CH:19]=[CH:18][C:16]([NH:17][C:2]2[S:3][C:4]3[CH:10]=[CH:9][CH:8]=[C:7]([CH3:11])[C:5]=3[N:6]=2)=[C:15]([F:20])[CH:14]=1. The yield is 0.890. (5) The reactants are [CH3:1][C:2]1[C:3]([CH2:14][S:15]([C:17]2[NH:21][C:20]3[CH:22]=[CH:23][CH:24]=[CH:25][C:19]=3[N:18]=2)=[O:16])=[N:4][CH:5]=[CH:6][C:7]=1[O:8][CH2:9][C:10]([F:13])([F:12])[F:11].CCN(CC)CC.[C:33]1([CH3:61])[CH:38]=[CH:37][C:36]([S:39]([CH2:42][CH2:43][O:44][C:45](=[O:60])[CH2:46][CH2:47][C:48]2[CH:53]=[C:52]([S:54](Cl)(=[O:56])=[O:55])[CH:51]=[CH:50][C:49]=2[O:58][CH3:59])(=[O:41])=[O:40])=[CH:35][CH:34]=1.C([O-])(O)=O.[Na+]. The catalyst is C(Cl)Cl. The product is [C:33]1([CH3:61])[CH:38]=[CH:37][C:36]([S:39]([CH2:42][CH2:43][O:44][C:45](=[O:60])[CH2:46][CH2:47][C:48]2[CH:53]=[C:52]([S:54]([N:21]3[C:20]4[CH:22]=[CH:23][CH:24]=[CH:25][C:19]=4[N:18]=[C:17]3[S:15]([CH2:14][C:3]3[C:2]([CH3:1])=[C:7]([O:8][CH2:9][C:10]([F:13])([F:11])[F:12])[CH:6]=[CH:5][N:4]=3)=[O:16])(=[O:56])=[O:55])[CH:51]=[CH:50][C:49]=2[O:58][CH3:59])(=[O:41])=[O:40])=[CH:35][CH:34]=1. The yield is 0.700.